From a dataset of Catalyst prediction with 721,799 reactions and 888 catalyst types from USPTO. Predict which catalyst facilitates the given reaction. (1) Reactant: [Li].[H-].[CH:3]1[C:12]2[C:7](=[CH:8][CH:9]=[CH:10][CH:11]=2)[CH:6]=[CH:5][C:4]=1[CH2:13][C:14]1[CH:23]=[C:22]([CH2:24][O:25][C:26]2[CH:31]=[CH:30][CH:29]=[CH:28][CH:27]=2)[CH:21]=[CH:20][C:15]=1[C:16](OC)=[O:17].Cl. Product: [CH:3]1[C:12]2[C:7](=[CH:8][CH:9]=[CH:10][CH:11]=2)[CH:6]=[CH:5][C:4]=1[CH2:13][C:14]1[CH:23]=[C:22]([CH2:24][O:25][C:26]2[CH:31]=[CH:30][CH:29]=[CH:28][CH:27]=2)[CH:21]=[CH:20][C:15]=1[CH2:16][OH:17]. The catalyst class is: 469. (2) Reactant: [CH2:1]([N:3]1[C:7]2=[N:8][C:9]([CH2:32][CH3:33])=[C:10]([CH2:19][NH:20][C:21]([C:23]3[CH:24]=[C:25]([CH:29]=[CH:30][CH:31]=3)[C:26]([OH:28])=O)=[O:22])[C:11]([NH:12][CH:13]3[CH2:18][CH2:17][O:16][CH2:15][CH2:14]3)=[C:6]2[CH:5]=[N:4]1)[CH3:2].Cl.Cl.[CH3:36][N:37]1[CH:42]2[CH2:43][CH2:44][CH:38]1[CH2:39][CH:40]([CH2:45][C:46]1[CH:47]=[C:48]([C:52]3[CH:57]=[CH:56][CH:55]=[C:54]([CH2:58][NH2:59])[CH:53]=3)[CH:49]=[CH:50][CH:51]=1)[CH2:41]2.CN(C(ON1N=NC2C=CC=CC1=2)=[N+](C)C)C.F[P-](F)(F)(F)(F)F. Product: [CH2:1]([N:3]1[C:7]2=[N:8][C:9]([CH2:32][CH3:33])=[C:10]([CH2:19][NH:20][C:21]([C:23]3[CH:31]=[CH:30][CH:29]=[C:25]([C:26]([NH:59][CH2:58][C:54]4[CH:53]=[C:52]([C:48]5[CH:49]=[CH:50][CH:51]=[C:46]([CH2:45][CH:40]6[CH2:39][CH:38]7[N:37]([CH3:36])[CH:42]([CH2:43][CH2:44]7)[CH2:41]6)[CH:47]=5)[CH:57]=[CH:56][CH:55]=4)=[O:28])[CH:24]=3)=[O:22])[C:11]([NH:12][CH:13]3[CH2:14][CH2:15][O:16][CH2:17][CH2:18]3)=[C:6]2[CH:5]=[N:4]1)[CH3:2]. The catalyst class is: 16. (3) Reactant: [CH3:1][O:2][C:3]1[CH:4]=[C:5]([C:14]([OH:16])=[O:15])[C:6](=[CH:10][C:11]=1[O:12][CH3:13])[C:7]([OH:9])=O.S(=O)(=O)(O)O.[N+:22]([O-])([OH:24])=[O:23]. Product: [CH3:13][O:12][C:11]1[C:10]([N+:22]([O-:24])=[O:23])=[C:6]2[C:5](=[CH:4][C:3]=1[O:2][CH3:1])[C:14](=[O:15])[O:16][C:7]2=[O:9]. The catalyst class is: 170.